This data is from Full USPTO retrosynthesis dataset with 1.9M reactions from patents (1976-2016). The task is: Predict the reactants needed to synthesize the given product. (1) Given the product [F:32][C:29]([F:30])([F:31])[C:27]1[CH:26]=[C:5]([CH:4]=[C:3]([C:2]([F:1])([F:33])[F:34])[CH:28]=1)[C:6]([N:8]1[CH2:9][CH2:10][C:11]2([C:15](=[O:16])[N:14]([CH2:36][CH2:37][N:38]3[CH2:42][CH2:41][CH2:40][CH2:39]3)[C:13](=[O:17])[CH:12]2[C:18]2[CH:19]=[CH:20][CH:21]=[CH:22][CH:23]=2)[CH2:24][CH2:25]1)=[O:7], predict the reactants needed to synthesize it. The reactants are: [F:1][C:2]([F:34])([F:33])[C:3]1[CH:4]=[C:5]([CH:26]=[C:27]([C:29]([F:32])([F:31])[F:30])[CH:28]=1)[C:6]([N:8]1[CH2:25][CH2:24][C:11]2([C:15](=[O:16])[NH:14][C:13](=[O:17])[CH:12]2[C:18]2[CH:23]=[CH:22][CH:21]=[CH:20][CH:19]=2)[CH2:10][CH2:9]1)=[O:7].O[CH2:36][CH2:37][N:38]1[CH2:42][CH2:41][CH2:40][CH2:39]1. (2) Given the product [NH:1]1[C:5]2[CH:6]=[CH:7][CH:8]=[CH:9][C:4]=2[N:3]=[C:2]1[NH:10][C:11]([N:13]1[CH:17]=[CH:16][N:15]=[CH:14]1)=[S:12], predict the reactants needed to synthesize it. The reactants are: [NH:1]1[C:5]2[CH:6]=[CH:7][CH:8]=[CH:9][C:4]=2[N:3]=[C:2]1[NH2:10].[C:11](N1C=CN=C1)([N:13]1[CH:17]=[CH:16][N:15]=[CH:14]1)=[S:12]. (3) Given the product [CH3:1][O:2][C:3]([C@@H:5]1[CH2:9][C@@H:8]([S:10]([C:13]2[CH:18]=[CH:17][CH:16]=[CH:15][CH:14]=2)(=[O:12])=[O:11])[CH2:7][N:6]1[C:19](=[S:34])[CH2:20][C:21](=[O:23])[CH3:22])=[O:4], predict the reactants needed to synthesize it. The reactants are: [CH3:1][O:2][C:3]([C@@H:5]1[CH2:9][C@@H:8]([S:10]([C:13]2[CH:18]=[CH:17][CH:16]=[CH:15][CH:14]=2)(=[O:12])=[O:11])[CH2:7][N:6]1[C:19](=O)[CH2:20][C:21](=[O:23])[CH3:22])=[O:4].COC1C=CC(P2(SP(C3C=CC(OC)=CC=3)(=S)S2)=[S:34])=CC=1. (4) Given the product [CH3:10][C:11]([CH3:15])([CH3:14])[C:12]([C:3]1[CH:8]=[CH:7][C:6]([CH3:9])=[CH:5][CH:4]=1)=[O:19], predict the reactants needed to synthesize it. The reactants are: [Mg].Br[C:3]1[CH:8]=[CH:7][C:6]([CH3:9])=[CH:5][CH:4]=1.[CH3:10][C:11]([CH3:15])([CH3:14])[C:12]#N.Cl.CC[O:19]CC.